This data is from Forward reaction prediction with 1.9M reactions from USPTO patents (1976-2016). The task is: Predict the product of the given reaction. Given the reactants [Br:1][CH2:2][C:3](=[O:18])[CH2:4][C@@H:5]1[CH2:10][CH2:9][CH2:8][CH2:7][N:6]1[C:11]([O:13][C:14]([CH3:17])([CH3:16])[CH3:15])=[O:12].[F:19][C:20]1[CH:21]=[CH:22][C:23]([NH2:26])=[N:24][CH:25]=1.C1C(=O)N([Cl:34])C(=O)C1, predict the reaction product. The product is: [Cl:34][C:2]1[N:24]2[CH:25]=[C:20]([F:19])[CH:21]=[CH:22][C:23]2=[N:26][C:3]=1[CH2:4][C@@H:5]1[CH2:10][CH2:9][CH2:8][CH2:7][N:6]1[C:11]([O:13][C:14]([CH3:17])([CH3:16])[CH3:15])=[O:12].[Br:1][CH2:2][C:3](=[O:18])[CH2:4][C@@H:5]1[CH2:10][CH2:9][CH2:8][CH2:7][N:6]1[C:11]([O:13][C:14]([CH3:16])([CH3:15])[CH3:17])=[O:12].